Dataset: Catalyst prediction with 721,799 reactions and 888 catalyst types from USPTO. Task: Predict which catalyst facilitates the given reaction. (1) Reactant: [Br:1][C:2]1[CH:7]=[CH:6][C:5]([N:8]2[CH2:12][CH2:11][C:10]3([CH2:17][CH2:16][CH:15]([O:18][Si](C(C)(C)C)(C4C=CC=CC=4)C4C=CC=CC=4)[CH2:14][CH2:13]3)[C:9]2=[O:36])=[C:4]([CH3:37])[CH:3]=1.[F-].C([N+](CCCC)(CCCC)CCCC)CCC. Product: [Br:1][C:2]1[CH:7]=[CH:6][C:5]([N:8]2[CH2:12][CH2:11][C:10]3([CH2:17][CH2:16][CH:15]([OH:18])[CH2:14][CH2:13]3)[C:9]2=[O:36])=[C:4]([CH3:37])[CH:3]=1. The catalyst class is: 54. (2) Reactant: [N:1]1([C:6]2[CH:13]=[CH:12][CH:11]=[CH:10][C:7]=2[C:8]#[N:9])[CH:5]=[N:4][N:3]=[N:2]1.N. Product: [N:1]1([C:6]2[CH:13]=[CH:12][CH:11]=[CH:10][C:7]=2[CH2:8][NH2:9])[CH:5]=[N:4][N:3]=[N:2]1. The catalyst class is: 171. (3) Reactant: [NH2:1][CH2:2][C:3]1[CH:12]=[CH:11][CH:10]=[C:9]2[C:4]=1[CH:5]=[CH:6][C:7]([NH:13][C@H:14]1[C:22]3[C:17](=[CH:18][CH:19]=[CH:20][CH:21]=3)[CH2:16][CH2:15]1)=[N:8]2.[F:23][C:24]1[CH:31]=[CH:30][C:27]([CH:28]=O)=[CH:26][CH:25]=1.C(O)(=O)C. Product: [F:23][C:24]1[CH:31]=[CH:30][C:27]([CH2:28][NH:1][CH2:2][C:3]2[CH:12]=[CH:11][CH:10]=[C:9]3[C:4]=2[CH:5]=[CH:6][C:7]([NH:13][C@H:14]2[C:22]4[C:17](=[CH:18][CH:19]=[CH:20][CH:21]=4)[CH2:16][CH2:15]2)=[N:8]3)=[CH:26][CH:25]=1. The catalyst class is: 68. (4) The catalyst class is: 12. Reactant: [C:1](O)(=O)CC(O)=O.[Br:8][C:9]1[CH:10]=[C:11]2[C:16](=[CH:17][CH:18]=1)O[C:14]([C:19]([F:22])([F:21])[F:20])=[CH:13]/[C:12]/2=N/CC1C=CC=CC=1.CCO.[OH2:34].Cl.[OH2:36]. Product: [Br:8][C:9]1[CH:10]=[C:11]2[C:16](=[CH:17][CH:18]=1)[O:34][C:14]([CH3:1])([C:19]([F:20])([F:21])[F:22])[CH2:13][C:12]2=[O:36]. (5) Reactant: [CH3:1][O:2][C:3]1[CH:8]=[CH:7][C:6]([S:9](Cl)(=[O:11])=[O:10])=[CH:5][CH:4]=1.[CH3:13][NH2:14]. Product: [CH3:1][O:2][C:3]1[CH:8]=[CH:7][C:6]([S:9]([NH:14][CH3:13])(=[O:11])=[O:10])=[CH:5][CH:4]=1. The catalyst class is: 4. (6) Reactant: [C:1]([O:5][C:6]([N:8]1[CH2:13][CH2:12][CH:11]([NH:14][C:15]2[CH:20]=[CH:19][N:18]=[CH:17][C:16]=2[NH2:21])[CH2:10][CH2:9]1)=[O:7])([CH3:4])([CH3:3])[CH3:2].[CH:22](OCC)(OCC)OCC.C1(C)C=CC(S(O)(=O)=O)=CC=1. Product: [C:1]([O:5][C:6]([N:8]1[CH2:9][CH2:10][CH:11]([N:14]2[C:15]3[CH:20]=[CH:19][N:18]=[CH:17][C:16]=3[N:21]=[CH:22]2)[CH2:12][CH2:13]1)=[O:7])([CH3:4])([CH3:2])[CH3:3]. The catalyst class is: 11. (7) Reactant: [CH2:1]([C:4]1[CH:13]=[CH:12][C:7]([C:8]([O:10]C)=[O:9])=[C:6]([CH3:14])[C:5]=1[OH:15])[CH:2]=[CH2:3].[OH-].[Na+].Cl. Product: [CH2:1]([C:4]1[CH:13]=[CH:12][C:7]([C:8]([OH:10])=[O:9])=[C:6]([CH3:14])[C:5]=1[OH:15])[CH:2]=[CH2:3]. The catalyst class is: 36. (8) Reactant: [CH3:1][NH:2][C:3]1[CH:8]=[CH:7][CH:6]=[CH:5][CH:4]=1.Br[CH2:10][C:11]1[CH:20]=[CH:19][C:14]([C:15]([O:17][CH3:18])=[O:16])=[CH:13][CH:12]=1.C(=O)([O-])[O-].[Ca+2].O. Product: [CH3:1][N:2]([CH2:10][C:11]1[CH:20]=[CH:19][C:14]([C:15]([O:17][CH3:18])=[O:16])=[CH:13][CH:12]=1)[C:3]1[CH:8]=[CH:7][CH:6]=[CH:5][CH:4]=1. The catalyst class is: 80. (9) Reactant: [C:1]([OH:18])(=[O:17])[CH2:2][CH2:3][CH2:4][CH2:5][CH2:6][CH2:7][C:8]([NH:10][C:11]1[CH:16]=[CH:15][CH:14]=[CH:13][CH:12]=1)=[O:9].ON1C2C=CC=CC=2N=N1.Cl.CN(C)CCCN=C=NCC.[CH:41]1[CH:46]=[CH:45][C:44]([NH:47][C:48]([CH2:50][CH2:51][CH2:52][CH2:53][CH2:54][CH2:55][C:56]([NH:58]O)=[O:57])=[O:49])=[CH:43][CH:42]=1. Product: [C:11]1([NH:10][C:8]([CH2:7][CH2:6][CH2:5][CH2:4][CH2:3][CH2:2][C:1]([O:18][NH:58][C:56](=[O:57])[CH2:55][CH2:54][CH2:53][CH2:52][CH2:51][CH2:50][C:48]([NH:47][C:44]2[CH:45]=[CH:46][CH:41]=[CH:42][CH:43]=2)=[O:49])=[O:17])=[O:9])[CH:12]=[CH:13][CH:14]=[CH:15][CH:16]=1. The catalyst class is: 3.